Dataset: Reaction yield outcomes from USPTO patents with 853,638 reactions. Task: Predict the reaction yield, written as a fraction of the theoretical maximum amount of product (1.0 means a 100% yield; for example, 0.34 means a 34% yield). (1) The catalyst is CN(C1C=CN=CC=1)C.C(Cl)Cl. The reactants are CC1C=CC=C([N+]([O-])=O)C=1C(OC(C1C([N+]([O-])=O)=CC=CC=1C)=O)=O.[C:26]([O:30][C:31]([NH:33][C@@H:34]([CH2:38][CH2:39][O:40][C@@H:41]([C@@H:50]([CH2:54][C:55]1[CH:60]=[CH:59][C:58]([F:61])=[CH:57][CH:56]=1)[C@@H:51](O)[CH3:52])[CH2:42][CH2:43][C:44]1[CH:49]=[CH:48][CH:47]=[CH:46][CH:45]=1)[C:35]([OH:37])=[O:36])=[O:32])([CH3:29])([CH3:28])[CH3:27]. The product is [F:61][C:58]1[CH:59]=[CH:60][C:55]([CH2:54][C@H:50]2[C@H:51]([CH3:52])[O:37][C:35](=[O:36])[C@@H:34]([NH:33][C:31](=[O:32])[O:30][C:26]([CH3:29])([CH3:28])[CH3:27])[CH2:38][CH2:39][O:40][C@@H:41]2[CH2:42][CH2:43][C:44]2[CH:49]=[CH:48][CH:47]=[CH:46][CH:45]=2)=[CH:56][CH:57]=1. The yield is 0.620. (2) The reactants are [CH3:1][N:2]([CH3:32])[C:3]([C:5]1[N:26]([CH:27]2[CH2:31][CH2:30][CH2:29][CH2:28]2)[C:8]2[N:9]=[C:10]([NH:13][C:14]3[CH:19]=[CH:18][C:17]([N:20]4[CH2:25][CH2:24][NH:23][CH2:22][CH2:21]4)=[CH:16][N:15]=3)[N:11]=[CH:12][C:7]=2[CH:6]=1)=[O:4].[N:33]1([C:39](Br)=[O:40])[CH2:38][CH2:37][CH2:36][CH2:35][CH2:34]1. No catalyst specified. The product is [CH3:1][N:2]([CH3:32])[C:3]([C:5]1[N:26]([CH:27]2[CH2:31][CH2:30][CH2:29][CH2:28]2)[C:8]2[N:9]=[C:10]([NH:13][C:14]3[CH:19]=[CH:18][C:17]([N:20]4[CH2:21][CH2:22][N:23]([C:39]([N:33]5[CH2:38][CH2:37][CH2:36][CH2:35][CH2:34]5)=[O:40])[CH2:24][CH2:25]4)=[CH:16][N:15]=3)[N:11]=[CH:12][C:7]=2[CH:6]=1)=[O:4]. The yield is 0.640. (3) The reactants are Cl.[Cl:2][C:3]1[CH:8]=[CH:7][C:6]([NH:9][NH2:10])=[CH:5][CH:4]=1.C(N(CC)CC)C.[OH:18][C:19]1([C:29]#[C:30][C:31]([C:33]2[CH:38]=[CH:37][C:36]([CH3:39])=[CH:35][CH:34]=2)=O)[CH2:28][CH2:27][C:22]2([O:26][CH2:25][CH2:24][O:23]2)[CH2:21][CH2:20]1. The catalyst is C(O)C. The yield is 0.960. The product is [Cl:2][C:3]1[CH:8]=[CH:7][C:6]([N:9]2[C:31]([C:33]3[CH:34]=[CH:35][C:36]([CH3:39])=[CH:37][CH:38]=3)=[CH:30][C:29]([C:19]3([OH:18])[CH2:28][CH2:27][C:22]4([O:23][CH2:24][CH2:25][O:26]4)[CH2:21][CH2:20]3)=[N:10]2)=[CH:5][CH:4]=1.